Dataset: In vitro SARS-CoV-2 activity screen of 1,480 approved drugs from Prestwick library. Task: Binary Classification. Given a drug SMILES string, predict its activity (active/inactive) in a high-throughput screening assay against a specified biological target. The molecule is OC(c1ccccc1)(c1ccccc1)C1CCNCC1. The result is 0 (inactive).